This data is from Full USPTO retrosynthesis dataset with 1.9M reactions from patents (1976-2016). The task is: Predict the reactants needed to synthesize the given product. The reactants are: [Cl:1][C:2]1[CH:10]=[C:9]([Cl:11])[CH:8]=[C:4]([C:5](O)=[O:6])[C:3]=1[OH:12].S(Cl)([Cl:15])=O.CN(C=O)C. Given the product [Cl:1][C:2]1[C:3]([OH:12])=[C:4]([CH:8]=[C:9]([Cl:11])[CH:10]=1)[C:5]([Cl:15])=[O:6], predict the reactants needed to synthesize it.